This data is from NCI-60 drug combinations with 297,098 pairs across 59 cell lines. The task is: Regression. Given two drug SMILES strings and cell line genomic features, predict the synergy score measuring deviation from expected non-interaction effect. (1) Drug 2: N.N.Cl[Pt+2]Cl. Cell line: HCT116. Synergy scores: CSS=67.0, Synergy_ZIP=-0.970, Synergy_Bliss=2.31, Synergy_Loewe=10.6, Synergy_HSA=8.73. Drug 1: COCCOC1=C(C=C2C(=C1)C(=NC=N2)NC3=CC=CC(=C3)C#C)OCCOC.Cl. (2) Drug 1: C1CN(CCN1C(=O)CCBr)C(=O)CCBr. Drug 2: C1CC(=O)NC(=O)C1N2C(=O)C3=CC=CC=C3C2=O. Cell line: MALME-3M. Synergy scores: CSS=10.6, Synergy_ZIP=-2.16, Synergy_Bliss=0.811, Synergy_Loewe=-1.03, Synergy_HSA=-3.81.